The task is: Predict the reactants needed to synthesize the given product.. This data is from Full USPTO retrosynthesis dataset with 1.9M reactions from patents (1976-2016). (1) Given the product [Cl:1][C:2]1[CH:7]=[CH:6][C:5]([C:8]2[CH:9]=[C:10]([C:24]3[NH:29][N:28]=[N:27][N:25]=3)[S:11][C:12]=2[C:13]2[C:22]3[C:17](=[CH:18][CH:19]=[CH:20][CH:21]=3)[C:16]([CH3:23])=[CH:15][CH:14]=2)=[C:4]([CH3:26])[CH:3]=1, predict the reactants needed to synthesize it. The reactants are: [Cl:1][C:2]1[CH:7]=[CH:6][C:5]([C:8]2[CH:9]=[C:10]([C:24]#[N:25])[S:11][C:12]=2[C:13]2[C:22]3[C:17](=[CH:18][CH:19]=[CH:20][CH:21]=3)[C:16]([CH3:23])=[CH:15][CH:14]=2)=[C:4]([CH3:26])[CH:3]=1.[N-:27]=[N+:28]=[N-:29].[Na+]. (2) The reactants are: [O:1]=[C:2]1[CH2:10][C:9]2[C:4](=[CH:5][CH:6]=[C:7]([NH:11][C:12](=[O:19])OCC(Cl)(Cl)Cl)[CH:8]=2)[NH:3]1.[C:20]1([C:26]2[N:27]=[C:28]([N:31]3[CH2:36][CH2:35][NH:34][CH2:33][CH2:32]3)[S:29][CH:30]=2)[CH:25]=[CH:24][CH:23]=[CH:22][CH:21]=1.C(N(C(C)C)CC)(C)C.CS(C)=O. Given the product [O:1]=[C:2]1[CH2:10][C:9]2[C:4](=[CH:5][CH:6]=[C:7]([NH:11][C:12]([N:34]3[CH2:35][CH2:36][N:31]([C:28]4[S:29][CH:30]=[C:26]([C:20]5[CH:25]=[CH:24][CH:23]=[CH:22][CH:21]=5)[N:27]=4)[CH2:32][CH2:33]3)=[O:19])[CH:8]=2)[NH:3]1, predict the reactants needed to synthesize it.